This data is from Reaction yield outcomes from USPTO patents with 853,638 reactions. The task is: Predict the reaction yield, written as a fraction of the theoretical maximum amount of product (1.0 means a 100% yield; for example, 0.34 means a 34% yield). (1) The reactants are [C:9](O[C:9]([O:11][C:12]([CH3:15])([CH3:14])[CH3:13])=[O:10])([O:11][C:12]([CH3:15])([CH3:14])[CH3:13])=[O:10].[NH2:16][CH:17]([C:22]1[CH:27]=[CH:26][C:25]([Cl:28])=[CH:24][CH:23]=1)[CH2:18][CH2:19][CH2:20][OH:21]. The catalyst is C(Cl)Cl. The product is [Cl:28][C:25]1[CH:24]=[CH:23][C:22]([CH:17]([NH:16][C:9](=[O:10])[O:11][C:12]([CH3:13])([CH3:14])[CH3:15])[CH2:18][CH2:19][CH2:20][OH:21])=[CH:27][CH:26]=1. The yield is 0.870. (2) The reactants are [Br:1][C:2]1[N:7]=[C:6]([NH2:8])[CH:5]=[CH:4][CH:3]=1.CC1C=CN=C(N)C=1C.C(=O)(OC(C)(C)C)[O:19][C:20]([O:22][C:23]([CH3:26])([CH3:25])[CH3:24])=O. The catalyst is C(Cl)Cl. The product is [Br:1][C:2]1[N:7]=[C:6]([NH:8][C:20](=[O:19])[O:22][C:23]([CH3:26])([CH3:25])[CH3:24])[CH:5]=[CH:4][CH:3]=1. The yield is 0.570. (3) The reactants are [CH:1]1([C:7]2[C:8]3[CH:9]=[CH:10][C:11]([C:31](=[O:39])[NH:32][S:33]([CH:36]4[CH2:38][CH2:37]4)(=[O:35])=[O:34])=[CH:12][C:13]=3[N:14]3[CH2:20][C:19]([C:21]([O:23]C)=[O:22])=[CH:18][C:17]4[CH:25]=[C:26]([O:29][CH3:30])[CH:27]=[CH:28][C:16]=4[C:15]=23)[CH2:6][CH2:5][CH2:4][CH2:3][CH2:2]1.[OH-].[Na+].Cl.C1COCC1. The catalyst is CO. The product is [CH:1]1([C:7]2[C:8]3[CH:9]=[CH:10][C:11]([C:31](=[O:39])[NH:32][S:33]([CH:36]4[CH2:37][CH2:38]4)(=[O:35])=[O:34])=[CH:12][C:13]=3[N:14]3[CH2:20][C:19]([C:21]([OH:23])=[O:22])=[CH:18][C:17]4[CH:25]=[C:26]([O:29][CH3:30])[CH:27]=[CH:28][C:16]=4[C:15]=23)[CH2:2][CH2:3][CH2:4][CH2:5][CH2:6]1. The yield is 0.940. (4) The reactants are [OH:1][C:2]1[CH:3]=[C:4]2[C:9](=[CH:10][CH:11]=1)[CH:8]=[C:7]([C@:12]1([CH3:18])[CH2:16][O:15][C:14](=[O:17])[NH:13]1)[CH:6]=[CH:5]2.[CH:19]1([CH:24]2[CH2:29][CH2:28][CH:27](O)[CH2:26][CH2:25]2)[CH2:23][CH2:22][CH2:21][CH2:20]1.C1(P(C2C=CC=CC=2)C2C=CC=CC=2)C=CC=CC=1.O1CCCC1.N(C(OC(C)C)=O)=NC(OC(C)C)=O. No catalyst specified. The product is [CH:19]1([CH:24]2[CH2:25][CH2:26][CH:27]([O:1][C:2]3[CH:3]=[C:4]4[C:9](=[CH:10][CH:11]=3)[CH:8]=[C:7]([C@:12]3([CH3:18])[CH2:16][O:15][C:14](=[O:17])[NH:13]3)[CH:6]=[CH:5]4)[CH2:28][CH2:29]2)[CH2:20][CH2:21][CH2:22][CH2:23]1. The yield is 0.270. (5) The reactants are [CH3:1][O:2][CH:3]([O:19][CH3:20])[C@@:4]1([CH3:18])[C@@H:9]2[O:10][C@@H:8]2[C:7]2[CH:11]=[C:12]([N+:15]([O-:17])=[O:16])[CH:13]=[CH:14][C:6]=2[O:5]1.[CH3:21][C:22]1[C:27]([CH3:28])=[CH:26][CH:25]=[CH:24][C:23]=1[NH:29][CH2:30][C:31]1[NH:32][CH:33]=[CH:34][N:35]=1. No catalyst specified. The product is [CH3:1][O:2][CH:3]([O:19][CH3:20])[C@@:4]1([CH3:18])[C@H:9]([OH:10])[C@@H:8]([N:29]([C:23]2[CH:24]=[CH:25][CH:26]=[C:27]([CH3:28])[C:22]=2[CH3:21])[CH2:30][C:31]2[NH:35][CH:34]=[CH:33][N:32]=2)[C:7]2[CH:11]=[C:12]([N+:15]([O-:17])=[O:16])[CH:13]=[CH:14][C:6]=2[O:5]1. The yield is 0.490. (6) The reactants are [N:1]([O-])=O.[Na+].[NH2:5][C:6]1[CH:7]=[CH:8][C:9]([O:12][CH3:13])=[N:10][CH:11]=1.O.O.[Sn](Cl)Cl.[OH-].[Na+]. The catalyst is O.Cl.C(Cl)(Cl)Cl. The product is [NH:5]([C:6]1[CH:7]=[CH:8][C:9]([O:12][CH3:13])=[N:10][CH:11]=1)[NH2:1]. The yield is 0.600. (7) The reactants are [CH3:1][O:2][N:3]([CH3:15])[C:4]([C:6]1[C:14]2[C:9](=[CH:10][CH:11]=[CH:12][CH:13]=2)[NH:8][N:7]=1)=[O:5].FC(F)(F)C(O[I:21](C1C=CC=CC=1)OC(=O)C(F)(F)F)=O.II.OS([O-])=O.[Na+]. The catalyst is C(Cl)Cl. The product is [I:21][C:12]1[CH:13]=[C:14]2[C:9](=[CH:10][CH:11]=1)[NH:8][N:7]=[C:6]2[C:4]([N:3]([O:2][CH3:1])[CH3:15])=[O:5]. The yield is 0.720.